Dataset: Forward reaction prediction with 1.9M reactions from USPTO patents (1976-2016). Task: Predict the product of the given reaction. (1) Given the reactants [Br:1][C:2]1[CH:3]=[C:4]([NH:13][CH:14]2[CH2:19][CH2:18][O:17][CH2:16][CH2:15]2)[C:5]([CH3:12])=[C:6]([CH:11]=1)[C:7]([O:9][CH3:10])=[O:8].[BH4-].[Na+].[OH-].[Na+].Cl.[F:25][CH:26]([F:30])[C:27](O)=O, predict the reaction product. The product is: [Br:1][C:2]1[CH:3]=[C:4]([N:13]([CH2:27][CH:26]([F:30])[F:25])[CH:14]2[CH2:19][CH2:18][O:17][CH2:16][CH2:15]2)[C:5]([CH3:12])=[C:6]([CH:11]=1)[C:7]([O:9][CH3:10])=[O:8]. (2) The product is: [Br:9][CH:8]1[CH2:7][C@H:6]2[C@H:3]([N:26]([CH2:25][CH2:24][CH2:23][CH2:22][CH2:21][CH2:20][CH2:19][CH2:18][CH2:17][O:16][Si:15]([C:11]([CH3:14])([CH3:13])[CH3:12])([CH3:29])[CH3:28])[CH3:27])[C@@H:2]1[CH2:4][C:5]2=[O:10]. Given the reactants Br[CH:2]1[CH:8]([Br:9])[CH2:7][CH:6]2[C@@H:3]1[CH2:4][C:5]2=[O:10].[C:11]([Si:15]([CH3:29])([CH3:28])[O:16][CH2:17][CH2:18][CH2:19][CH2:20][CH2:21][CH2:22][CH2:23][CH2:24][CH2:25][NH:26][CH3:27])([CH3:14])([CH3:13])[CH3:12], predict the reaction product. (3) Given the reactants CN([CH:4]=[N:5][C:6]1[CH:15]=[C:14]([O:16][CH2:17][CH3:18])[C:13]([N+:19]([O-:21])=[O:20])=[CH:12][C:7]=1[C:8]([O:10][CH3:11])=[O:9])C.[C:22]([O:26][C:27](=[O:31])[CH2:28][C:29]#[N:30])([CH3:25])([CH3:24])[CH3:23], predict the reaction product. The product is: [C:22]([O:26][C:27](=[O:31])[C:28]([C:29]#[N:30])=[CH:4][NH:5][C:6]1[CH:15]=[C:14]([O:16][CH2:17][CH3:18])[C:13]([N+:19]([O-:21])=[O:20])=[CH:12][C:7]=1[C:8]([O:10][CH3:11])=[O:9])([CH3:25])([CH3:24])[CH3:23]. (4) Given the reactants [C:1]([C:4]12[CH2:11][CH:10]3[CH2:12][C:6]([C:13]([OH:15])=[O:14])([CH2:7][CH:8]1[CH2:9]3)[CH2:5]2)(=[O:3])[CH3:2].[C:16](Cl)(=O)C, predict the reaction product. The product is: [C:1]([C:4]12[CH2:11][CH:10]3[CH2:12][C:6]([C:13]([O:15][CH3:16])=[O:14])([CH2:7][CH:8]1[CH2:9]3)[CH2:5]2)(=[O:3])[CH3:2]. (5) Given the reactants Br[C:2]1[C:10]2[C:6](=[N:7][N:8]([C:11]3[CH:16]=[CH:15][N:14]=[CH:13][CH:12]=3)[N:9]=2)[C:5]([Br:17])=[CH:4][CH:3]=1.[CH2:18]([C:24]1([CH2:43][CH2:44][CH2:45][CH2:46][CH2:47][CH3:48])[C:36]2[CH:35]=[C:34](B(O)O)[CH:33]=[CH:32][C:31]=2[C:30]2[C:25]1=[CH:26][C:27](B(O)O)=[CH:28][CH:29]=2)[CH2:19][CH2:20][CH2:21][CH2:22][CH3:23].C(=O)([O-])[O-].[Na+].[Na+].[Br:55][C:56]1[CH:61]=[CH:60][C:59](CCCC)=[CH:58][CH:57]=1, predict the reaction product. The product is: [Br:17][C:5]1[C:6]2=[N:7][N:8]([C:11]3[CH:16]=[CH:15][N:14]=[CH:13][CH:12]=3)[N:9]=[C:10]2[C:2]([C:27]2[CH:28]=[CH:29][C:30]3[C:31]4[C:36](=[CH:35][C:34]([C:59]5[C:58]6[C:57](=[N:7][N:8]([C:11]7[CH:16]=[CH:15][N:14]=[CH:13][CH:12]=7)[N:9]=6)[C:56]([Br:55])=[CH:61][CH:60]=5)=[CH:33][CH:32]=4)[C:24]([CH2:18][CH2:19][CH2:20][CH2:21][CH2:22][CH3:23])([CH2:43][CH2:44][CH2:45][CH2:46][CH2:47][CH3:48])[C:25]=3[CH:26]=2)=[CH:3][CH:4]=1. (6) Given the reactants C(N(CC)CC)C.C(O)=O.[CH2:11]1[CH2:14][CH:13]([CH2:15][N:16]2[C@@H:26]3[CH2:27][C:28]4[CH:33]=[CH:32][C:31]([OH:34])=[C:30]5[O:35][C@H:20]6[C:21]([CH2:23][CH2:24][C@:25]3([OH:36])[C@:19]6([C:29]=45)[CH2:18][CH2:17]2)=[O:22])[CH2:12]1, predict the reaction product. The product is: [CH:33]1[C:28]2[CH2:27][C@H:26]3[N:16]([CH2:15][CH:13]4[CH2:14][CH2:11][CH2:12]4)[CH2:17][CH2:18][C@:19]45[C@H:20]([C@@H:21]([OH:22])[CH2:23][CH2:24][C@@:25]34[OH:36])[O:35][C:30]([C:29]=25)=[C:31]([OH:34])[CH:32]=1. (7) Given the reactants [Mg].Br[C:3]1[CH:8]=[CH:7][CH:6]=[C:5]([F:9])[C:4]=1[CH3:10].[CH2:11]([CH:13]1[O:15][CH2:14]1)[Cl:12], predict the reaction product. The product is: [Cl:12][CH2:11][CH:13]([OH:15])[CH2:14][C:3]1[CH:8]=[CH:7][CH:6]=[C:5]([F:9])[C:4]=1[CH3:10].